Regression. Given two drug SMILES strings and cell line genomic features, predict the synergy score measuring deviation from expected non-interaction effect. From a dataset of NCI-60 drug combinations with 297,098 pairs across 59 cell lines. (1) Drug 1: CCC1(C2=C(COC1=O)C(=O)N3CC4=CC5=C(C=CC(=C5CN(C)C)O)N=C4C3=C2)O.Cl. Drug 2: N.N.Cl[Pt+2]Cl. Cell line: NCI-H322M. Synergy scores: CSS=1.64, Synergy_ZIP=2.05, Synergy_Bliss=3.64, Synergy_Loewe=-1.06, Synergy_HSA=-0.851. (2) Drug 1: C1CC(=O)NC(=O)C1N2CC3=C(C2=O)C=CC=C3N. Drug 2: CC12CCC3C(C1CCC2OP(=O)(O)O)CCC4=C3C=CC(=C4)OC(=O)N(CCCl)CCCl.[Na+]. Cell line: SF-268. Synergy scores: CSS=2.42, Synergy_ZIP=-2.48, Synergy_Bliss=-2.29, Synergy_Loewe=-0.622, Synergy_HSA=-1.06. (3) Drug 1: C1=NNC2=C1C(=O)NC=N2. Drug 2: CC1CCCC2(C(O2)CC(NC(=O)CC(C(C(=O)C(C1O)C)(C)C)O)C(=CC3=CSC(=N3)C)C)C. Cell line: NCI-H226. Synergy scores: CSS=31.3, Synergy_ZIP=0.0748, Synergy_Bliss=-1.32, Synergy_Loewe=-31.5, Synergy_HSA=-2.60.